Dataset: Reaction yield outcomes from USPTO patents with 853,638 reactions. Task: Predict the reaction yield, written as a fraction of the theoretical maximum amount of product (1.0 means a 100% yield; for example, 0.34 means a 34% yield). (1) The reactants are ClC1C2=NC=C(OCC3OC=CN=3)N=C2C=CN=1.Cl[C:20]1[N:21]=[C:22]2[CH:29]=[CH:28][N:27]=[C:26]([Cl:30])[C:23]2=[N:24][CH:25]=1.[F:31][C:32]([F:36])([CH3:35])[CH2:33][OH:34]. No catalyst specified. The product is [Cl:30][C:26]1[C:23]2=[N:24][CH:25]=[C:20]([O:34][CH2:33][C:32]([F:36])([F:31])[CH3:35])[N:21]=[C:22]2[CH:29]=[CH:28][N:27]=1. The yield is 0.520. (2) The reactants are [NH2:1][CH:2]1[CH2:7][CH2:6][N:5]([C:8]([O:10][C:11]([CH3:14])([CH3:13])[CH3:12])=[O:9])[CH2:4][CH2:3]1.[F:15][C:16]([F:41])([F:40])[C:17]1[CH:22]=[CH:21][C:20]([N:23]2[CH2:28][CH2:27][CH:26]([O:29][C:30]3[CH:31]=[C:32]4[C:36](=[CH:37][CH:38]=3)[C:35](=O)[CH2:34][CH2:33]4)[CH2:25][CH2:24]2)=[CH:19][CH:18]=1.[BH4-].[Na+]. The catalyst is CC(C)[O-].[Ti+4].CC(C)[O-].CC(C)[O-].CC(C)[O-].CO. The product is [F:41][C:16]([F:15])([F:40])[C:17]1[CH:18]=[CH:19][C:20]([N:23]2[CH2:24][CH2:25][CH:26]([O:29][C:30]3[CH:31]=[C:32]4[C:36](=[CH:37][CH:38]=3)[CH:35]([NH:1][CH:2]3[CH2:3][CH2:4][N:5]([C:8]([O:10][C:11]([CH3:14])([CH3:13])[CH3:12])=[O:9])[CH2:6][CH2:7]3)[CH2:34][CH2:33]4)[CH2:27][CH2:28]2)=[CH:21][CH:22]=1. The yield is 0.650. (3) The reactants are [Cl:1][C:2]1[C:3]([CH2:12][C:13]([CH3:15])=[O:14])=[N:4][CH:5]=[C:6]([C:8]([F:11])([F:10])[F:9])[CH:7]=1.[CH3:16]I.[OH-].[K+].O. The catalyst is C(COC)OC. The product is [Cl:1][C:2]1[C:3]([CH:12]([CH3:16])[C:13](=[O:14])[CH3:15])=[N:4][CH:5]=[C:6]([C:8]([F:11])([F:9])[F:10])[CH:7]=1. The yield is 0.390. (4) The reactants are [OH:1][C:2]1[CH:11]=[CH:10][C:5]([C:6]([O:8][CH3:9])=[O:7])=[CH:4][CH:3]=1.C(=O)([O-])[O-].[K+].[K+].[CH2:18](Br)[C:19]1[CH:24]=[CH:23][CH:22]=[CH:21][CH:20]=1. The catalyst is CC(C)=O. The product is [CH3:9][O:8][C:6](=[O:7])[C:5]1[CH:4]=[CH:3][C:2]([O:1][CH2:18][C:19]2[CH:24]=[CH:23][CH:22]=[CH:21][CH:20]=2)=[CH:11][CH:10]=1. The yield is 1.00. (5) The reactants are [NH2:1][C:2]1[CH:7]=[CH:6][C:5]([S:8]([NH:11][C:12]2[S:13][CH:14]=[N:15][N:16]=2)(=[O:10])=[O:9])=[CH:4][CH:3]=1.[C:17](Cl)(=[O:27])[CH2:18][CH2:19][CH2:20][CH2:21][CH2:22][CH2:23][CH2:24][CH2:25][CH3:26].Cl. The product is [S:13]1[CH:14]=[N:15][N:16]=[C:12]1[NH:11][S:8]([C:5]1[CH:6]=[CH:7][C:2]([NH:1][C:17](=[O:27])[CH2:18][CH2:19][CH2:20][CH2:21][CH2:22][CH2:23][CH2:24][CH2:25][CH3:26])=[CH:3][CH:4]=1)(=[O:10])=[O:9]. The catalyst is N1C=CC=CC=1. The yield is 0.950. (6) The reactants are [NH2:1][C:2]1[CH:24]=[CH:23][C:5]([CH2:6][C:7]2[N:17]([CH2:18][C:19]([CH3:22])([CH3:21])[CH3:20])[C:10]3[N:11]=[C:12]([C:15]#[N:16])[N:13]=[CH:14][C:9]=3[CH:8]=2)=[CH:4][CH:3]=1.C(N(CC)CC)C.[C:32](Cl)(=[O:34])[CH3:33]. The catalyst is C(Cl)Cl. The product is [C:15]([C:12]1[N:13]=[CH:14][C:9]2[CH:8]=[C:7]([CH2:6][C:5]3[CH:4]=[CH:3][C:2]([NH:1][C:32](=[O:34])[CH3:33])=[CH:24][CH:23]=3)[N:17]([CH2:18][C:19]([CH3:21])([CH3:20])[CH3:22])[C:10]=2[N:11]=1)#[N:16]. The yield is 0.840.